This data is from Forward reaction prediction with 1.9M reactions from USPTO patents (1976-2016). The task is: Predict the product of the given reaction. (1) Given the reactants N[C@H:2](C(O)=O)[CH2:3]CC(=O)N.[C:11]([O-:16])(=[O:15])[C:12]([CH3:14])=O.[Na+].[CH3:18][C:19]1(C)[S:23][C@@H:22]2[C@H](NC(CC3C=CC=CC=3)=O)C(=O)[N:21]2[C@H:20]1[C:37]([O-])=O.[K+].[CH3:42][C@@H:43]1O[C@@H:46]([O:48][C@H:49]2[C@H:54](O)[C@@H:53](O)[C@H:52](NC(N)=N)[C@@H:51]([OH:61])[C@@H:50]2NC(N)=N)[C@H:45](O[C@@H]2O[C@@H](CO)[C@H](O)[C@@H](O)[C@@H]2NC)[C@@:44]1([OH:81])C=O.N[C@H](C([O-])=O)CCC([O-])=O, predict the reaction product. The product is: [CH:19]1[C:20]([N:21]=[C:22]=[S:23])=[CH:37][C:12]2[C:11]([O:16][C:2]3([C:3]4[CH:42]=[CH:43][C:44]([OH:81])=[CH:45][C:46]=4[O:48][C:49]4[CH:50]=[C:51]([OH:61])[CH:52]=[CH:53][C:54]3=4)[C:14]=2[CH:18]=1)=[O:15]. (2) Given the reactants C[O:2][C:3]([C:5]1[CH:10]=[CH:9][CH:8]=[C:7]([S:11][CH:12]([CH3:14])[CH3:13])[N:6]=1)=O.[Li+].[BH4-].O, predict the reaction product. The product is: [CH:12]([S:11][C:7]1[N:6]=[C:5]([CH2:3][OH:2])[CH:10]=[CH:9][CH:8]=1)([CH3:14])[CH3:13]. (3) Given the reactants [C:1]([C:3]1[C:8]([O:9][CH3:10])=[CH:7][CH:6]=[CH:5][C:4]=1[S:11](Cl)(=[O:13])=O)#[N:2].[CH3:15][NH2:16].[OH2:17].Cl.O1CCC[CH2:20]1, predict the reaction product. The product is: [CH3:15][N:16]([CH3:20])[S:11]([C:4]1[CH:5]=[CH:6][CH:7]=[C:8]([O:9][CH3:10])[C:3]=1[C:1]#[N:2])(=[O:13])=[O:17]. (4) Given the reactants [CH2:1]([N:8]1[CH2:14][CH2:13][C:12](=[O:15])[NH:11][C:10]2[CH:16]=[N:17][C:18]([Cl:20])=[N:19][C:9]1=2)[C:2]1[CH:7]=[CH:6][CH:5]=[CH:4][CH:3]=1.[CH3:21]N(C)C(=O)C.IC.[H-].[Na+], predict the reaction product. The product is: [CH2:1]([N:8]1[CH2:14][CH2:13][C:12](=[O:15])[N:11]([CH3:21])[C:10]2[CH:16]=[N:17][C:18]([Cl:20])=[N:19][C:9]1=2)[C:2]1[CH:3]=[CH:4][CH:5]=[CH:6][CH:7]=1. (5) The product is: [CH:24]1([NH:32][C:2]2[CH:14]=[CH:13][C:5]([C:6]([O:8][C:9]([CH3:12])([CH3:11])[CH3:10])=[O:7])=[CH:4][C:3]=2[N+:15]([O-:17])=[O:16])[CH2:31][CH2:30][CH2:29][CH2:28][CH2:27][CH2:26][CH2:25]1. Given the reactants Cl[C:2]1[CH:14]=[CH:13][C:5]([C:6]([O:8][C:9]([CH3:12])([CH3:11])[CH3:10])=[O:7])=[CH:4][C:3]=1[N+:15]([O-:17])=[O:16].C([O-])([O-])=O.[K+].[K+].[CH:24]1([NH2:32])[CH2:31][CH2:30][CH2:29][CH2:28][CH2:27][CH2:26][CH2:25]1, predict the reaction product.